This data is from Catalyst prediction with 721,799 reactions and 888 catalyst types from USPTO. The task is: Predict which catalyst facilitates the given reaction. (1) Reactant: Cl.[Cl:2][C:3]1[CH:4]=[C:5]([N:9]2[CH2:14][CH2:13][NH:12][CH2:11][CH2:10]2)[CH:6]=[CH:7][CH:8]=1.Br[CH2:16][CH2:17][CH2:18][NH:19][C:20](=[O:29])[O:21][CH2:22][C:23]1[CH:28]=[CH:27][CH:26]=[CH:25][CH:24]=1.C(=O)([O-])[O-].[K+].[K+].O. Product: [Cl:2][C:3]1[CH:4]=[C:5]([N:9]2[CH2:14][CH2:13][N:12]([CH2:16][CH2:17][CH2:18][NH:19][C:20](=[O:29])[O:21][CH2:22][C:23]3[CH:28]=[CH:27][CH:26]=[CH:25][CH:24]=3)[CH2:11][CH2:10]2)[CH:6]=[CH:7][CH:8]=1. The catalyst class is: 9. (2) Reactant: [CH3:1][O:2][C:3]([O:6][CH3:7])([CH3:5])[CH3:4].[OH2:8].[C:9]1(C)[CH:14]=[CH:14][C:9](S(O)(=O)=[O:8])=[CH:10][CH:10]=1.N.CC[OH:23]. Product: [C:9](=[CH:4][C:3]([O:6][CH3:7])([O:2][CH3:1])[C:5]([OH:23])=[O:8])([CH3:14])[CH3:10]. The catalyst class is: 21. (3) Reactant: C([SiH](CC)CC)C.FC(F)(F)C(O)=O.[CH2:15]([O:22][C:23](=[O:47])[CH2:24][CH:25]([NH:30][C:31](=[O:46])[CH2:32][CH2:33][CH2:34][CH2:35][CH2:36][CH2:37][CH2:38][CH:39]=[CH:40][C:41]1[CH:45]=[CH:44][S:43][CH:42]=1)[CH2:26][N:27]([CH3:29])[CH3:28])[C:16]1[CH:21]=[CH:20][CH:19]=[CH:18][CH:17]=1.C(=O)(O)[O-].[Na+]. Product: [CH2:15]([O:22][C:23](=[O:47])[CH2:24][CH:25]([NH:30][C:31](=[O:46])[CH2:32][CH2:33][CH2:34][CH2:35][CH2:36][CH2:37][CH2:38][CH2:39][CH2:40][C:41]1[CH:45]=[CH:44][S:43][CH:42]=1)[CH2:26][N:27]([CH3:28])[CH3:29])[C:16]1[CH:17]=[CH:18][CH:19]=[CH:20][CH:21]=1. The catalyst class is: 11. (4) Reactant: C([N:8]1[CH2:13][CH2:12][CH:11]([NH:14][C:15]([C:17]2[N:25]=[C:24]3[C:20]([N:21]=[CH:22][N:23]3[C@H:26]3[C@H:30]([OH:31])[C@H:29]([OH:32])[C@@H:28]([C:33]([NH:35][CH2:36][CH3:37])=[O:34])[O:27]3)=[C:19]([NH:38][CH2:39][CH:40]([C:47]3[CH:52]=[CH:51][CH:50]=[CH:49][CH:48]=3)[C:41]3[CH:46]=[CH:45][CH:44]=[CH:43][CH:42]=3)[N:18]=2)=[O:16])[CH2:10][CH2:9]1)C1C=CC=CC=1.C([O-])=O.[NH4+]. Product: [C:41]1([CH:40]([C:47]2[CH:48]=[CH:49][CH:50]=[CH:51][CH:52]=2)[CH2:39][NH:38][C:19]2[N:18]=[C:17]([C:15]([NH:14][CH:11]3[CH2:12][CH2:13][NH:8][CH2:9][CH2:10]3)=[O:16])[N:25]=[C:24]3[C:20]=2[N:21]=[CH:22][N:23]3[C@H:26]2[C@H:30]([OH:31])[C@H:29]([OH:32])[C@@H:28]([C:33]([NH:35][CH2:36][CH3:37])=[O:34])[O:27]2)[CH:46]=[CH:45][CH:44]=[CH:43][CH:42]=1. The catalyst class is: 421. (5) Reactant: [C:1]([C:12]1[CH:21]=[CH:20][C:19]2[C:14](=[CH:15][CH:16]=[C:17]([O:22]C)[CH:18]=2)[CH:13]=1)(=O)[CH2:2][CH2:3][CH2:4][CH2:5][CH2:6][CH2:7][CH2:8][CH2:9][CH3:10].[OH-].[K+].O.NN.O. Product: [CH2:1]([C:12]1[CH:13]=[C:14]2[C:19](=[CH:20][CH:21]=1)[CH:18]=[C:17]([OH:22])[CH:16]=[CH:15]2)[CH2:2][CH2:3][CH2:4][CH2:5][CH2:6][CH2:7][CH2:8][CH2:9][CH3:10]. The catalyst class is: 831. (6) Reactant: [CH3:1][O:2][C:3]1[S:7][C:6]2=[N:8][C:9]([C:11]3[O:12][C:13]4[CH:19]=[C:18]([O:20][CH3:21])[CH:17]=[C:16]([O:22][CH2:23][C:24]5[CH:29]=[CH:28][CH:27]=[C:26]([C:30]6[CH:35]=[CH:34][C:33]([CH:36]([O:38]C7CCCCO7)[CH3:37])=[CH:32][N:31]=6)[CH:25]=5)[C:14]=4[CH:15]=3)=[CH:10][N:5]2[N:4]=1.C(O)(=O)C.C1COCC1.O. The catalyst class is: 13. Product: [CH3:21][O:20][C:18]1[CH:17]=[C:16]([O:22][CH2:23][C:24]2[CH:25]=[C:26]([C:30]3[N:31]=[CH:32][C:33]([CH:36]([OH:38])[CH3:37])=[CH:34][CH:35]=3)[CH:27]=[CH:28][CH:29]=2)[C:14]2[CH:15]=[C:11]([C:9]3[N:8]=[C:6]4[N:5]([CH:10]=3)[N:4]=[C:3]([O:2][CH3:1])[S:7]4)[O:12][C:13]=2[CH:19]=1. (7) Reactant: [Cl:1][C:2]1[CH:7]=[C:6]([Cl:8])[CH:5]=[CH:4][C:3]=1[CH2:9][C@@H:10]([NH:26]C(=O)OC(C)(C)C)[C:11](=[O:25])[NH:12][CH2:13][CH2:14][C:15]1[CH:20]=[CH:19][C:18]([O:21][CH3:22])=[C:17]([O:23][CH3:24])[CH:16]=1.Cl.O1CCOCC1. Product: [ClH:1].[NH2:26][C@H:10]([CH2:9][C:3]1[CH:4]=[CH:5][C:6]([Cl:8])=[CH:7][C:2]=1[Cl:1])[C:11]([NH:12][CH2:13][CH2:14][C:15]1[CH:20]=[CH:19][C:18]([O:21][CH3:22])=[C:17]([O:23][CH3:24])[CH:16]=1)=[O:25]. The catalyst class is: 12. (8) Reactant: CCN(C(C)C)C(C)C.[CH2:10]([O:17][C:18]1[CH:32]=[CH:31][C:21]([C:22]([NH:24][C:25]([CH3:30])([CH3:29])[C:26]([OH:28])=O)=[O:23])=[CH:20][CH:19]=1)[C:11]1[CH:16]=[CH:15][CH:14]=[CH:13][CH:12]=1.C1C=CC2N(O)N=NC=2C=1.CCN=C=NCCCN(C)C.Cl.[N:55]1([C:61]([C:63]2[CH:68]=[CH:67][CH:66]=[CH:65][C:64]=2[C:69]([F:72])([F:71])[F:70])=[O:62])[CH2:60][CH2:59][NH:58][CH2:57][CH2:56]1. Product: [CH2:10]([O:17][C:18]1[CH:19]=[CH:20][C:21]([C:22]([NH:24][C:25]([CH3:30])([CH3:29])[C:26](=[O:28])[N:58]2[CH2:59][CH2:60][N:55]([C:61](=[O:62])[C:63]3[CH:68]=[CH:67][CH:66]=[CH:65][C:64]=3[C:69]([F:72])([F:70])[F:71])[CH2:56][CH2:57]2)=[O:23])=[CH:31][CH:32]=1)[C:11]1[CH:12]=[CH:13][CH:14]=[CH:15][CH:16]=1. The catalyst class is: 18.